Predict the reaction yield, written as a fraction of the theoretical maximum amount of product (1.0 means a 100% yield; for example, 0.34 means a 34% yield). From a dataset of Reaction yield outcomes from USPTO patents with 853,638 reactions. (1) The reactants are C([O:3][C:4]1([CH3:20])[O:9][CH2:8][C:7]([C:15]([O:17][CH2:18][CH3:19])=[O:16])([C:10]([O:12][CH2:13][CH3:14])=[O:11])[CH2:6][O:5]1)C. The catalyst is C(O)(=O)C. The product is [C:4]([O:5][CH2:6][C:7]([CH2:8][OH:9])([C:15]([O:17][CH2:18][CH3:19])=[O:16])[C:10]([O:12][CH2:13][CH3:14])=[O:11])(=[O:3])[CH3:20]. The yield is 0.750. (2) The reactants are Cl[C:2]1[N:7]=[CH:6][CH:5]=[CH:4][N:3]=1.[NH2:8][C:9]1[CH:16]=[CH:15][C:12]([C:13]#[N:14])=[C:11]([OH:17])[CH:10]=1. The catalyst is CCO. The product is [C:13]([C:12]1[CH:15]=[CH:16][C:9]([NH:8][C:2]2[N:7]=[CH:6][CH:5]=[CH:4][N:3]=2)=[CH:10][C:11]=1[OH:17])#[N:14]. The yield is 0.0500. (3) The reactants are [CH2:1]1[C:6]2[CH:7]=[CH:8][C:9]([NH:11]C(=O)OCC3C=CC=CC=3)=[CH:10][C:5]=2[CH2:4][CH2:3][O:2]1.CO.O(C(C)(C)C)[Li].[C:30]([O:33][C@H:34]([CH2:40]Cl)[CH2:35][NH:36][C:37](=[O:39])[CH3:38])(=[O:32])C. The catalyst is CN(C=O)C. The product is [CH2:1]1[C:6]2[CH:7]=[CH:8][C:9]([N:11]3[CH2:40][C@H:34]([CH2:35][NH:36][C:37](=[O:39])[CH3:38])[O:33][C:30]3=[O:32])=[CH:10][C:5]=2[CH2:4][CH2:3][O:2]1. The yield is 0.500. (4) The reactants are Cl[C:2]1[CH:9]=[CH:8][C:5]([C:6]#[N:7])=[C:4]([O:10][CH3:11])[N:3]=1.[Br:12][C:13]1[CH:18]=[CH:17][C:16]([OH:19])=[C:15]([F:20])[C:14]=1[CH:21]1[O:25][CH2:24][CH2:23][O:22]1.C(=O)([O-])[O-].[K+].[K+].CN(C)C=O. The catalyst is O. The product is [Br:12][C:13]1[CH:18]=[CH:17][C:16]([O:19][C:2]2[CH:9]=[CH:8][C:5]([C:6]#[N:7])=[C:4]([O:10][CH3:11])[N:3]=2)=[C:15]([F:20])[C:14]=1[CH:21]1[O:22][CH2:23][CH2:24][O:25]1. The yield is 0.850. (5) The reactants are [CH3:1][C@H:2]1[CH2:7][N:6]([C:8]2[C:13]([N+:14]([O-:16])=[O:15])=[CH:12][N:11]=[C:10]3[CH2:17][CH2:18][CH2:19][C:9]=23)[CH2:5][C@@H:4]([NH:20][C:21](=[O:27])[O:22][C:23]([CH3:26])([CH3:25])[CH3:24])[CH2:3]1.C1C=C(Cl)C=C(C(OO)=[O:36])C=1.[O-]S([O-])(=S)=O.[Na+].[Na+].[OH-].[Na+]. The catalyst is C(Cl)Cl. The product is [CH3:1][C@H:2]1[CH2:7][N:6]([C:8]2[C:13]([N+:14]([O-:16])=[O:15])=[CH:12][N+:11]([O-:36])=[C:10]3[CH2:17][CH2:18][CH2:19][C:9]=23)[CH2:5][C@@H:4]([NH:20][C:21](=[O:27])[O:22][C:23]([CH3:26])([CH3:25])[CH3:24])[CH2:3]1. The yield is 0.400. (6) The reactants are [C:1]([O:5][C:6]([NH:8][C:9]1[CH:14]=[CH:13][CH:12]=[CH:11][CH:10]=1)=[O:7])([CH3:4])([CH3:3])[CH3:2].[O-]P([O-])([O-])=O.[K+].[K+].[K+].[C@@H]1(N)CCCC[C@H]1N.I[C:32]1[CH:33]=[C:34]([CH3:39])[CH:35]=[C:36]([CH3:38])[CH:37]=1. The catalyst is [Cu]I.O1CCOCC1. The product is [C:1]([O:5][C:6]([N:8]([C:32]1[CH:37]=[C:36]([CH3:38])[CH:35]=[C:34]([CH3:39])[CH:33]=1)[C:9]1[CH:14]=[CH:13][CH:12]=[CH:11][CH:10]=1)=[O:7])([CH3:4])([CH3:2])[CH3:3]. The yield is 0.970. (7) The reactants are [CH2:1]([O:3][P:4]([CH2:9][CH2:10][C:11]([CH3:28])=[CH:12][CH2:13][C:14]1[C:15]([OH:27])=[C:16]2[C:20](=[C:21]([CH3:25])[C:22]=1[O:23][CH3:24])[CH2:19][O:18][C:17]2=[O:26])(=[O:8])[O:5]CC)[CH3:2].[Li+].[OH-].CO.Cl. The catalyst is [Cl-].[Na+].O.O. The product is [CH2:1]([O:3][P:4]([CH2:9][CH2:10][C:11]([CH3:28])=[CH:12][CH2:13][C:14]1[C:15]([OH:27])=[C:16]2[C:20](=[C:21]([CH3:25])[C:22]=1[O:23][CH3:24])[CH2:19][O:18][C:17]2=[O:26])(=[O:5])[OH:8])[CH3:2]. The yield is 0.280. (8) The reactants are Cl[CH2:2][C:3]1[CH:4]=[C:5]([N:13]2[C:17]([C:18]3[CH:23]=[CH:22][C:21]([C:24]4[O:25][CH:26]=[CH:27][CH:28]=4)=[CH:20][CH:19]=3)=[CH:16][C:15]([C:29]([F:32])([F:31])[F:30])=[N:14]2)[CH:6]=[CH:7][C:8]=1[S:9]([CH3:12])(=[O:11])=[O:10].[C:33]1(=[O:43])[NH:37][C:36](=[O:38])[C:35]2=[CH:39][CH:40]=[CH:41][CH:42]=[C:34]12.[K].O. The catalyst is CN(C=O)C. The product is [O:25]1[CH:26]=[CH:27][CH:28]=[C:24]1[C:21]1[CH:20]=[CH:19][C:18]([C:17]2[N:13]([C:5]3[CH:6]=[CH:7][C:8]([S:9]([CH3:12])(=[O:10])=[O:11])=[C:3]([CH:4]=3)[CH2:2][N:37]3[C:33](=[O:43])[C:34]4[C:35](=[CH:39][CH:40]=[CH:41][CH:42]=4)[C:36]3=[O:38])[N:14]=[C:15]([C:29]([F:31])([F:32])[F:30])[CH:16]=2)=[CH:23][CH:22]=1. The yield is 0.700.